This data is from NCI-60 drug combinations with 297,098 pairs across 59 cell lines. The task is: Regression. Given two drug SMILES strings and cell line genomic features, predict the synergy score measuring deviation from expected non-interaction effect. (1) Cell line: PC-3. Drug 2: CC1C(C(CC(O1)OC2CC(OC(C2O)C)OC3=CC4=CC5=C(C(=O)C(C(C5)C(C(=O)C(C(C)O)O)OC)OC6CC(C(C(O6)C)O)OC7CC(C(C(O7)C)O)OC8CC(C(C(O8)C)O)(C)O)C(=C4C(=C3C)O)O)O)O. Drug 1: CS(=O)(=O)C1=CC(=C(C=C1)C(=O)NC2=CC(=C(C=C2)Cl)C3=CC=CC=N3)Cl. Synergy scores: CSS=14.2, Synergy_ZIP=7.79, Synergy_Bliss=9.95, Synergy_Loewe=10.8, Synergy_HSA=9.09. (2) Drug 1: C1C(C(OC1N2C=NC3=C(N=C(N=C32)Cl)N)CO)O. Drug 2: C1=NNC2=C1C(=O)NC=N2. Cell line: OVCAR-8. Synergy scores: CSS=38.5, Synergy_ZIP=0.229, Synergy_Bliss=-1.34, Synergy_Loewe=-24.1, Synergy_HSA=-1.70. (3) Drug 1: CC1=C2C(C(=O)C3(C(CC4C(C3C(C(C2(C)C)(CC1OC(=O)C(C(C5=CC=CC=C5)NC(=O)C6=CC=CC=C6)O)O)OC(=O)C7=CC=CC=C7)(CO4)OC(=O)C)O)C)OC(=O)C. Drug 2: CN(CCCl)CCCl.Cl. Cell line: IGROV1. Synergy scores: CSS=3.33, Synergy_ZIP=-1.41, Synergy_Bliss=9.25, Synergy_Loewe=-9.28, Synergy_HSA=-4.74. (4) Drug 1: CN(C)C1=NC(=NC(=N1)N(C)C)N(C)C. Drug 2: C1CN(P(=O)(OC1)NCCCl)CCCl. Cell line: NCI-H322M. Synergy scores: CSS=-10.1, Synergy_ZIP=1.36, Synergy_Bliss=-6.66, Synergy_Loewe=-8.52, Synergy_HSA=-8.89. (5) Drug 1: CN(C)N=NC1=C(NC=N1)C(=O)N. Drug 2: CC=C1C(=O)NC(C(=O)OC2CC(=O)NC(C(=O)NC(CSSCCC=C2)C(=O)N1)C(C)C)C(C)C. Cell line: A498. Synergy scores: CSS=37.8, Synergy_ZIP=-1.70, Synergy_Bliss=-2.71, Synergy_Loewe=-37.7, Synergy_HSA=-2.85. (6) Drug 1: CC12CCC3C(C1CCC2=O)CC(=C)C4=CC(=O)C=CC34C. Drug 2: C1=CC(=CC=C1CC(C(=O)O)N)N(CCCl)CCCl.Cl. Cell line: U251. Synergy scores: CSS=49.4, Synergy_ZIP=-3.53, Synergy_Bliss=3.46, Synergy_Loewe=3.18, Synergy_HSA=3.97. (7) Drug 2: CC(C)CN1C=NC2=C1C3=CC=CC=C3N=C2N. Synergy scores: CSS=-4.06, Synergy_ZIP=1.60, Synergy_Bliss=-3.29, Synergy_Loewe=-5.03, Synergy_HSA=-5.41. Cell line: HCT-15. Drug 1: CC1=C(C=C(C=C1)NC2=NC=CC(=N2)N(C)C3=CC4=NN(C(=C4C=C3)C)C)S(=O)(=O)N.Cl. (8) Drug 1: C1=NC2=C(N=C(N=C2N1C3C(C(C(O3)CO)O)O)F)N. Drug 2: CCN(CC)CCCC(C)NC1=C2C=C(C=CC2=NC3=C1C=CC(=C3)Cl)OC. Cell line: MCF7. Synergy scores: CSS=2.68, Synergy_ZIP=2.30, Synergy_Bliss=2.24, Synergy_Loewe=-16.4, Synergy_HSA=0.231. (9) Drug 1: C1=CC=C(C(=C1)C(C2=CC=C(C=C2)Cl)C(Cl)Cl)Cl. Drug 2: CN(CC1=CN=C2C(=N1)C(=NC(=N2)N)N)C3=CC=C(C=C3)C(=O)NC(CCC(=O)O)C(=O)O. Cell line: LOX IMVI. Synergy scores: CSS=50.4, Synergy_ZIP=6.45, Synergy_Bliss=2.53, Synergy_Loewe=-33.1, Synergy_HSA=-1.87. (10) Drug 1: CNC(=O)C1=NC=CC(=C1)OC2=CC=C(C=C2)NC(=O)NC3=CC(=C(C=C3)Cl)C(F)(F)F. Drug 2: C1=NNC2=C1C(=O)NC=N2. Cell line: KM12. Synergy scores: CSS=2.40, Synergy_ZIP=-2.81, Synergy_Bliss=-3.43, Synergy_Loewe=-1.15, Synergy_HSA=-1.41.